From a dataset of NCI-60 drug combinations with 297,098 pairs across 59 cell lines. Regression. Given two drug SMILES strings and cell line genomic features, predict the synergy score measuring deviation from expected non-interaction effect. (1) Cell line: BT-549. Drug 1: CC1C(C(CC(O1)OC2CC(CC3=C2C(=C4C(=C3O)C(=O)C5=C(C4=O)C(=CC=C5)OC)O)(C(=O)C)O)N)O.Cl. Drug 2: C1CC(C1)(C(=O)O)C(=O)O.[NH2-].[NH2-].[Pt+2]. Synergy scores: CSS=16.1, Synergy_ZIP=-7.13, Synergy_Bliss=-1.71, Synergy_Loewe=-8.92, Synergy_HSA=-0.0935. (2) Drug 1: CC1=C(C=C(C=C1)NC2=NC=CC(=N2)N(C)C3=CC4=NN(C(=C4C=C3)C)C)S(=O)(=O)N.Cl. Drug 2: CC12CCC(CC1=CCC3C2CCC4(C3CC=C4C5=CN=CC=C5)C)O. Cell line: EKVX. Synergy scores: CSS=6.26, Synergy_ZIP=1.04, Synergy_Bliss=2.63, Synergy_Loewe=-0.470, Synergy_HSA=0.0725. (3) Drug 1: CC1C(C(CC(O1)OC2CC(OC(C2O)C)OC3=CC4=CC5=C(C(=O)C(C(C5)C(C(=O)C(C(C)O)O)OC)OC6CC(C(C(O6)C)O)OC7CC(C(C(O7)C)O)OC8CC(C(C(O8)C)O)(C)O)C(=C4C(=C3C)O)O)O)O. Drug 2: CC1=C(N=C(N=C1N)C(CC(=O)N)NCC(C(=O)N)N)C(=O)NC(C(C2=CN=CN2)OC3C(C(C(C(O3)CO)O)O)OC4C(C(C(C(O4)CO)O)OC(=O)N)O)C(=O)NC(C)C(C(C)C(=O)NC(C(C)O)C(=O)NCCC5=NC(=CS5)C6=NC(=CS6)C(=O)NCCC[S+](C)C)O. Cell line: SF-539. Synergy scores: CSS=61.8, Synergy_ZIP=2.64, Synergy_Bliss=5.04, Synergy_Loewe=0.0941, Synergy_HSA=1.72. (4) Drug 1: C1CC(C1)(C(=O)O)C(=O)O.[NH2-].[NH2-].[Pt+2]. Drug 2: CCC1(C2=C(COC1=O)C(=O)N3CC4=CC5=C(C=CC(=C5CN(C)C)O)N=C4C3=C2)O.Cl. Cell line: SF-295. Synergy scores: CSS=65.7, Synergy_ZIP=-1.09, Synergy_Bliss=-1.95, Synergy_Loewe=-23.8, Synergy_HSA=2.32. (5) Drug 1: CN1C2=C(C=C(C=C2)N(CCCl)CCCl)N=C1CCCC(=O)O.Cl. Drug 2: COCCOC1=C(C=C2C(=C1)C(=NC=N2)NC3=CC=CC(=C3)C#C)OCCOC.Cl. Cell line: UO-31. Synergy scores: CSS=17.4, Synergy_ZIP=12.0, Synergy_Bliss=23.8, Synergy_Loewe=0.120, Synergy_HSA=6.32. (6) Drug 1: CCN(CC)CCNC(=O)C1=C(NC(=C1C)C=C2C3=C(C=CC(=C3)F)NC2=O)C. Drug 2: C1CNP(=O)(OC1)N(CCCl)CCCl. Cell line: CCRF-CEM. Synergy scores: CSS=21.9, Synergy_ZIP=-1.01, Synergy_Bliss=-2.76, Synergy_Loewe=14.2, Synergy_HSA=-2.56. (7) Drug 1: CN1CCC(CC1)COC2=C(C=C3C(=C2)N=CN=C3NC4=C(C=C(C=C4)Br)F)OC. Drug 2: C(CN)CNCCSP(=O)(O)O. Cell line: TK-10. Synergy scores: CSS=16.4, Synergy_ZIP=-3.56, Synergy_Bliss=1.49, Synergy_Loewe=-32.0, Synergy_HSA=-0.183. (8) Drug 1: C1=CC(=CC=C1CCC2=CNC3=C2C(=O)NC(=N3)N)C(=O)NC(CCC(=O)O)C(=O)O. Drug 2: CCN(CC)CCCC(C)NC1=C2C=C(C=CC2=NC3=C1C=CC(=C3)Cl)OC. Cell line: UACC62. Synergy scores: CSS=11.1, Synergy_ZIP=-3.07, Synergy_Bliss=-2.46, Synergy_Loewe=-1.00, Synergy_HSA=-0.192.